From a dataset of Full USPTO retrosynthesis dataset with 1.9M reactions from patents (1976-2016). Predict the reactants needed to synthesize the given product. (1) The reactants are: [CH2:1]([O:8][C:9]1[CH:14]=[C:13]([CH3:15])[C:12]([C:16]2[CH:21]=[CH:20][C:19]([F:22])=[C:18]([CH:23]=[O:24])[CH:17]=2)=[C:11]([CH3:25])[CH:10]=1)[C:2]1[CH:7]=[CH:6][CH:5]=[CH:4][CH:3]=1.[BH4-].[Na+].CC(C)=O. Given the product [CH2:1]([O:8][C:9]1[CH:10]=[C:11]([CH3:25])[C:12]([C:16]2[CH:21]=[CH:20][C:19]([F:22])=[C:18]([CH2:23][OH:24])[CH:17]=2)=[C:13]([CH3:15])[CH:14]=1)[C:2]1[CH:3]=[CH:4][CH:5]=[CH:6][CH:7]=1, predict the reactants needed to synthesize it. (2) Given the product [CH3:1][O:2][C:7]1[CH:12]=[C:11]([CH2:13][NH:14][C:15]2[CH:28]=[C:27]3[C:18]([O:19][C:20]4[C:21]([C:29]5[NH:34][C:33](=[O:35])[CH:32]=[C:31]([N:36]6[CH2:41][CH2:40][O:39][CH2:38][CH2:37]6)[CH:30]=5)=[CH:22][CH:23]=[CH:24][C:25]=4[CH2:26]3)=[CH:17][CH:16]=2)[CH:10]=[CH:9][N:8]=1, predict the reactants needed to synthesize it. The reactants are: [CH3:1][OH:2].C[O-].[Na+].F[C:7]1[CH:12]=[C:11]([CH2:13][NH:14][C:15]2[CH:28]=[C:27]3[C:18]([O:19][C:20]4[C:21]([C:29]5[NH:34][C:33](=[O:35])[CH:32]=[C:31]([N:36]6[CH2:41][CH2:40][O:39][CH2:38][CH2:37]6)[CH:30]=5)=[CH:22][CH:23]=[CH:24][C:25]=4[CH2:26]3)=[CH:17][CH:16]=2)[CH:10]=[CH:9][N:8]=1.C(Cl)(Cl)Cl. (3) Given the product [C:1]([O:5][C:6](=[O:25])[N:7]([CH2:9][C:10]1[CH:14]=[C:13]([C:30]2[CH:29]=[C:28]([C:26]#[N:27])[CH:33]=[CH:32][C:31]=2[F:37])[N:12]([S:16]([C:19]2[CH:20]=[N:21][CH:22]=[CH:23][CH:24]=2)(=[O:18])=[O:17])[CH:11]=1)[CH3:8])([CH3:4])([CH3:3])[CH3:2], predict the reactants needed to synthesize it. The reactants are: [C:1]([O:5][C:6](=[O:25])[N:7]([CH2:9][C:10]1[CH:14]=[C:13](Br)[N:12]([S:16]([C:19]2[CH:20]=[N:21][CH:22]=[CH:23][CH:24]=2)(=[O:18])=[O:17])[CH:11]=1)[CH3:8])([CH3:4])([CH3:3])[CH3:2].[C:26]([C:28]1[CH:29]=[CH:30][C:31]([F:37])=[C:32](B(O)O)[CH:33]=1)#[N:27].C(=O)([O-])[O-].[Na+].[Na+]. (4) The reactants are: [CH3:1][O:2][C:3](=[O:16])[C@H:4]([CH2:9][CH:10]1[CH2:15][CH2:14][CH2:13][CH2:12][CH2:11]1)[CH2:5][C:6]([OH:8])=O.C(Cl)CCl.ON1C2C=CC=CC=2N=N1.[NH:31]1[CH2:36][CH2:35][O:34][CH2:33][CH2:32]1. Given the product [CH3:1][O:2][C:3](=[O:16])[C@H:4]([CH2:9][CH:10]1[CH2:15][CH2:14][CH2:13][CH2:12][CH2:11]1)[CH2:5][C:6]([N:31]1[CH2:36][CH2:35][O:34][CH2:33][CH2:32]1)=[O:8], predict the reactants needed to synthesize it. (5) Given the product [CH3:35][O:34][N:36]=[C:25]([C:19]1[CH:20]=[CH:21][CH:22]=[C:23]([CH3:24])[C:18]=1[C:7]1[CH:8]=[C:9]2[C:4](=[CH:5][CH:6]=1)[N:3]=[C:2]([NH2:1])[C:11]([N:12]1[CH2:13][CH2:14][O:15][CH2:16][CH2:17]1)=[CH:10]2)[C:27]1[CH:28]=[CH:29][CH:30]=[CH:31][CH:32]=1, predict the reactants needed to synthesize it. The reactants are: [NH2:1][C:2]1[C:11]([N:12]2[CH2:17][CH2:16][O:15][CH2:14][CH2:13]2)=[CH:10][C:9]2[C:4](=[CH:5][CH:6]=[C:7]([C:18]3[C:23]([CH3:24])=[CH:22][CH:21]=[CH:20][C:19]=3[C:25]([C:27]3[CH:32]=[CH:31][CH:30]=[CH:29][CH:28]=3)=O)[CH:8]=2)[N:3]=1.Cl.[O:34]([NH2:36])[CH3:35]. (6) Given the product [CH:44]1([N:15]2[CH2:20][CH2:19][CH:18]([O:21][C:22]3[CH:23]=[CH:24][C:25]([C:28]4[CH2:33][CH2:32][N:31]([C:34]([O:36][CH2:37][C:38]5[CH:39]=[CH:40][CH:41]=[CH:42][CH:43]=5)=[O:35])[CH2:30][CH:29]=4)=[CH:26][CH:27]=3)[CH2:17][CH2:16]2)[CH2:47][CH2:46][CH2:45]1, predict the reactants needed to synthesize it. The reactants are: C(O[BH-](OC(=O)C)OC(=O)C)(=O)C.[Na+].[NH:15]1[CH2:20][CH2:19][CH:18]([O:21][C:22]2[CH:27]=[CH:26][C:25]([C:28]3[CH2:29][CH2:30][N:31]([C:34]([O:36][CH2:37][C:38]4[CH:43]=[CH:42][CH:41]=[CH:40][CH:39]=4)=[O:35])[CH2:32][CH:33]=3)=[CH:24][CH:23]=2)[CH2:17][CH2:16]1.[C:44]1(=O)[CH2:47][CH2:46][CH2:45]1.[OH-].[Na+]. (7) The reactants are: [CH:1](=O)[C:2]1[CH:7]=[CH:6][C:5]([O:8][CH3:9])=[CH:4][CH:3]=1.[NH2:11][C:12]1[N:13]=[N:14][C:15]([CH3:18])=[CH:16][CH:17]=1.C(O[C:22](=[O:39])[C:23]([OH:38])=[CH:24][C:25](=[O:37])[C:26]1[CH:31]=[CH:30][C:29]([O:32][C:33]([F:36])([F:35])[F:34])=[CH:28][CH:27]=1)C. Given the product [OH:38][C:23]1[C:22](=[O:39])[N:11]([C:12]2[N:13]=[N:14][C:15]([CH3:18])=[CH:16][CH:17]=2)[CH:1]([C:2]2[CH:7]=[CH:6][C:5]([O:8][CH3:9])=[CH:4][CH:3]=2)[C:24]=1[C:25](=[O:37])[C:26]1[CH:27]=[CH:28][C:29]([O:32][C:33]([F:34])([F:35])[F:36])=[CH:30][CH:31]=1, predict the reactants needed to synthesize it.